Task: Predict the product of the given reaction.. Dataset: Forward reaction prediction with 1.9M reactions from USPTO patents (1976-2016) The product is: [Br:5][C:6]1[CH:11]=[CH:10][CH:9]=[C:8]([S:12][CH:2]([CH3:4])[CH3:3])[CH:7]=1. Given the reactants Br[CH:2]([CH3:4])[CH3:3].[Br:5][C:6]1[CH:7]=[C:8]([SH:12])[CH:9]=[CH:10][CH:11]=1.C([O-])([O-])=O.[K+].[K+], predict the reaction product.